This data is from Full USPTO retrosynthesis dataset with 1.9M reactions from patents (1976-2016). The task is: Predict the reactants needed to synthesize the given product. Given the product [CH3:1][N:2]([CH3:16])[S:3]([C:6]1[CH:11]=[CH:10][CH:9]=[CH:8][C:7]=1[N+:12]([O-:14])=[O:13])(=[O:5])=[O:4], predict the reactants needed to synthesize it. The reactants are: [CH3:1][NH:2][S:3]([C:6]1[CH:11]=[CH:10][CH:9]=[CH:8][C:7]=1[N+:12]([O-:14])=[O:13])(=[O:5])=[O:4].Cl.[CH3:16]NC.